From a dataset of Full USPTO retrosynthesis dataset with 1.9M reactions from patents (1976-2016). Predict the reactants needed to synthesize the given product. (1) Given the product [CH2:17]([O:16][C:14]([C:12]1[S:13][C:9](/[CH:8]=[CH:7]/[C:6]([OH:20])=[O:5])=[CH:10][C:11]=1[CH3:19])=[O:15])[CH3:18], predict the reactants needed to synthesize it. The reactants are: C([O:5][C:6](=[O:20])/[CH:7]=[CH:8]/[C:9]1[S:13][C:12]([C:14]([O:16][CH2:17][CH3:18])=[O:15])=[C:11]([CH3:19])[CH:10]=1)(C)(C)C.Cl. (2) Given the product [CH3:24][S:25]([N:14]1[CH2:15][CH2:16][CH:11]([C:9]2[O:8][CH:7]=[C:6]([C:4]([O:3][CH2:2][CH3:1])=[O:5])[N:10]=2)[CH2:12][CH2:13]1)(=[O:27])=[O:26], predict the reactants needed to synthesize it. The reactants are: [CH3:1][CH2:2][O:3][C:4]([C:6]1[N:10]=[C:9]([CH:11]2[CH2:16][CH2:15][NH:14][CH2:13][CH2:12]2)[O:8][CH:7]=1)=[O:5].C(N(CC)CC)C.[CH3:24][S:25](Cl)(=[O:27])=[O:26].O. (3) Given the product [CH2:36]([O:35][C:32]1[CH:33]=[CH:34][C:29]([C:26]2[CH:27]=[CH:28][C:23]([CH2:22][O:10][C:7]3[CH:8]=[CH:9][C:4]([O:3][CH2:1][CH3:2])=[C:5]([F:12])[C:6]=3[F:11])=[CH:24][CH:25]=2)=[C:30]([F:39])[C:31]=1[F:38])[CH3:37], predict the reactants needed to synthesize it. The reactants are: [CH2:1]([O:3][C:4]1[CH:9]=[CH:8][C:7]([OH:10])=[C:6]([F:11])[C:5]=1[F:12])[CH3:2].P([O-])([O-])([O-])=O.[K+].[K+].[K+].Cl[CH2:22][C:23]1[CH:28]=[CH:27][C:26]([C:29]2[CH:34]=[CH:33][C:32]([O:35][CH2:36][CH3:37])=[C:31]([F:38])[C:30]=2[F:39])=[CH:25][CH:24]=1. (4) Given the product [CH2:17]([O:16][CH2:15][C:14]1[N:13]=[C:12]([NH2:24])[N:11]=[C:10]([NH2:25])[C:9]=1[C:6]1[CH:5]=[CH:4][C:3]([CH2:2][NH:1][C:36]2[CH:41]=[CH:40][C:39]([N+:42]([O-:44])=[O:43])=[CH:38][CH:37]=2)=[CH:8][CH:7]=1)[C:18]1[CH:19]=[CH:20][CH:21]=[CH:22][CH:23]=1, predict the reactants needed to synthesize it. The reactants are: [NH2:1][CH2:2][C:3]1[CH:8]=[CH:7][C:6]([C:9]2[C:10]([NH2:25])=[N:11][C:12]([NH2:24])=[N:13][C:14]=2[CH2:15][O:16][CH2:17][C:18]2[CH:23]=[CH:22][CH:21]=[CH:20][CH:19]=2)=[CH:5][CH:4]=1.C(N(C(C)C)CC)(C)C.F[C:36]1[CH:41]=[CH:40][C:39]([N+:42]([O-:44])=[O:43])=[CH:38][CH:37]=1.